This data is from Full USPTO retrosynthesis dataset with 1.9M reactions from patents (1976-2016). The task is: Predict the reactants needed to synthesize the given product. (1) The reactants are: CO[C:3]1[CH:12]=[CH:11][C:10]([NH2:13])=C[C:4]=1[C:5]([O:7][CH3:8])=O.C([NH:16][NH:17]C=O)=O.O=P12OP3(OP(OP(O3)(O1)=O)(=O)O2)=O.[C:34](=O)(O)[O-].[Na+].[C:39]([O:42][CH2:43]C)(=[O:41])[CH3:40].ClCCl. Given the product [CH3:8][O:7][C:5]1[CH:4]=[CH:3][C:12]([CH:11]2[CH:10]=[N:13][N:17]=[N:16]2)=[CH:34][C:40]=1[C:39]([O:42][CH3:43])=[O:41], predict the reactants needed to synthesize it. (2) Given the product [Cl:24][CH2:25][C:26]([NH:2][C@H:3]([CH2:4][OH:5])[CH2:6][CH:7]1[CH2:12][CH2:11][CH2:10][CH2:9][CH2:8]1)=[O:27], predict the reactants needed to synthesize it. The reactants are: Cl.[NH2:2][C@@H:3]([CH2:6][CH:7]1[CH2:12][CH2:11][CH2:10][CH2:9][CH2:8]1)[CH2:4][OH:5].C(=O)([O-])[O-].[K+].[K+].O1CCCC1.[Cl:24][CH2:25][C:26](Cl)=[O:27]. (3) The reactants are: [OH:1][C@H:2]1[CH2:6][CH2:5][N:4]([C:7]([O:9][C:10]([CH3:13])([CH3:12])[CH3:11])=[O:8])[CH2:3]1.[CH2:14](Br)[CH:15]([CH3:17])[CH3:16].[OH-].[Na+]. Given the product [CH2:14]([O:1][C@H:2]1[CH2:6][CH2:5][N:4]([C:7]([O:9][C:10]([CH3:13])([CH3:12])[CH3:11])=[O:8])[CH2:3]1)[CH:15]([CH3:17])[CH3:16], predict the reactants needed to synthesize it. (4) Given the product [Br:14][C:15]1[CH:20]=[CH:19][CH:18]=[CH:17][C:16]=1[O:21][CH2:3][CH2:4][N:5]1[CH:10]([CH3:11])[CH2:9][CH2:8][CH2:7][C:6]1([CH3:13])[CH3:12], predict the reactants needed to synthesize it. The reactants are: Cl.Cl[CH2:3][CH2:4][N:5]1[CH:10]([CH3:11])[CH2:9][CH2:8][CH2:7][C:6]1([CH3:13])[CH3:12].[Br:14][C:15]1[CH:20]=[CH:19][CH:18]=[CH:17][C:16]=1[OH:21]. (5) Given the product [CH2:24]([N:31]1[CH2:38][CH2:37][C:34]([CH2:35][C:2]2[CH:7]=[C:6]([CH3:8])[CH:5]=[CH:4][C:3]=2[F:9])([OH:36])[CH2:33][CH2:32]1)[C:25]1[CH:26]=[CH:27][CH:28]=[CH:29][CH:30]=1, predict the reactants needed to synthesize it. The reactants are: Br[C:2]1[CH:7]=[C:6]([CH3:8])[CH:5]=[CH:4][C:3]=1[F:9].[Li]CCCC.B(F)(F)F.CCOCC.[CH2:24]([N:31]1[CH2:38][CH2:37][C:34]2([O:36][CH2:35]2)[CH2:33][CH2:32]1)[C:25]1[CH:30]=[CH:29][CH:28]=[CH:27][CH:26]=1. (6) Given the product [CH2:82]([C:79]1[CH:78]=[N:77][C:76]([NH:2][C@H:3]2[CH2:7][CH2:6][CH2:5][C@@H:4]2[NH:8][C:9](=[O:22])[C:10]2[CH:15]=[C:14]([CH3:16])[CH:13]=[CH:12][C:11]=2[N:17]2[N:18]=[CH:19][CH:20]=[N:21]2)=[N:81][CH:80]=1)[CH3:83], predict the reactants needed to synthesize it. The reactants are: Cl.[NH2:2][C@H:3]1[CH2:7][CH2:6][CH2:5][C@@H:4]1[NH:8][C:9](=[O:22])[C:10]1[CH:15]=[C:14]([CH3:16])[CH:13]=[CH:12][C:11]=1[N:17]1[N:21]=[CH:20][CH:19]=[N:18]1.C1C=CC(P(C2C(C3C(P(C4C=CC=CC=4)C4C=CC=CC=4)=CC=C4C=3C=CC=C4)=C3C(C=CC=C3)=CC=2)C2C=CC=CC=2)=CC=1.C(=O)([O-])[O-].[Cs+].[Cs+].Cl[C:76]1[N:81]=[CH:80][C:79]([CH2:82][CH3:83])=[CH:78][N:77]=1. (7) Given the product [CH2:2]([C:9]1([N:19]2[CH2:24][CH2:23][O:22][CH2:21][CH2:20]2)[CH2:18][CH2:17][C:12](=[O:13])[CH2:11][CH2:10]1)[C:3]1[CH:4]=[CH:5][CH:6]=[CH:7][CH:8]=1, predict the reactants needed to synthesize it. The reactants are: Cl.[CH2:2]([C:9]1([N:19]2[CH2:24][CH2:23][O:22][CH2:21][CH2:20]2)[CH2:18][CH2:17][C:12]2(OCC[O:13]2)[CH2:11][CH2:10]1)[C:3]1[CH:8]=[CH:7][CH:6]=[CH:5][CH:4]=1.C(=O)([O-])[O-].[K+].[K+].